From a dataset of Catalyst prediction with 721,799 reactions and 888 catalyst types from USPTO. Predict which catalyst facilitates the given reaction. (1) Reactant: [Cl:1][C:2]1[CH:3]=[C:4]([NH:9][C:10]2[N:15]=[C:14]([NH:16][CH2:17][CH2:18][CH2:19][O:20][CH3:21])[C:13]([C:22]3[S:23][C:24]([C:33]([O:35]CC)=[O:34])=[C:25]([C:27]4[CH:32]=[CH:31][CH:30]=[CH:29][N:28]=4)[N:26]=3)=[CH:12][N:11]=2)[CH:5]=[CH:6][C:7]=1[F:8].O.[OH-].[Li+]. Product: [Cl:1][C:2]1[CH:3]=[C:4]([NH:9][C:10]2[N:15]=[C:14]([NH:16][CH2:17][CH2:18][CH2:19][O:20][CH3:21])[C:13]([C:22]3[S:23][C:24]([C:33]([OH:35])=[O:34])=[C:25]([C:27]4[CH:32]=[CH:31][CH:30]=[CH:29][N:28]=4)[N:26]=3)=[CH:12][N:11]=2)[CH:5]=[CH:6][C:7]=1[F:8]. The catalyst class is: 20. (2) The catalyst class is: 35. Reactant: CS([O:5][CH2:6][C:7]1[CH:24]=[CH:23][C:10]2[CH2:11][CH2:12][N:13]([C:16]([O:18][C:19]([CH3:22])([CH3:21])[CH3:20])=[O:17])[CH2:14][CH2:15][C:9]=2[CH:8]=1)(=O)=O.O[C:26]1[N:31]=[N:30][C:29]([C:32]([O:34][CH2:35][CH3:36])=[O:33])=[CH:28][CH:27]=1.C(=O)([O-])[O-].[Cs+].[Cs+].C(OCC)(=O)C. Product: [CH2:35]([O:34][C:32]([C:29]1[N:30]=[N:31][C:26]([O:5][CH2:6][C:7]2[CH:24]=[CH:23][C:10]3[CH2:11][CH2:12][N:13]([C:16]([O:18][C:19]([CH3:22])([CH3:21])[CH3:20])=[O:17])[CH2:14][CH2:15][C:9]=3[CH:8]=2)=[CH:27][CH:28]=1)=[O:33])[CH3:36]. (3) Reactant: [Cl:1][C:2]1[C:3]([CH3:22])=[C:4]([S:8]([NH:11][C:12]2[S:13][CH:14]=[C:15]([CH2:17][CH2:18][O:19][CH2:20][CH3:21])[N:16]=2)(=[O:10])=[O:9])[CH:5]=[CH:6][CH:7]=1.Cl.[CH3:24][NH:25][CH3:26].[CH2:27]=O. Product: [Cl:1][C:2]1[C:3]([CH3:22])=[C:4]([S:8]([NH:11][C:12]2[S:13][C:14]([CH2:24][N:25]([CH3:27])[CH3:26])=[C:15]([CH2:17][CH2:18][O:19][CH2:20][CH3:21])[N:16]=2)(=[O:9])=[O:10])[CH:5]=[CH:6][CH:7]=1. The catalyst class is: 15. (4) Reactant: [F:1][C:2]1[C:10]([O:11][C:12]2[C:21]3[C:16](=[CH:17][C:18]([O:24][CH2:25][C@H:26]4[CH2:30][CH2:29][CH2:28][N:27]4C(OC(C)(C)C)=O)=[C:19]([O:22][CH3:23])[CH:20]=3)[N:15]=[CH:14][N:13]=2)=[CH:9][CH:8]=[C:7]2[C:3]=1[CH:4]=[C:5]([CH3:38])[NH:6]2.Cl. Product: [F:1][C:2]1[C:10]([O:11][C:12]2[C:21]3[C:16](=[CH:17][C:18]([O:24][CH2:25][C@H:26]4[CH2:30][CH2:29][CH2:28][NH:27]4)=[C:19]([O:22][CH3:23])[CH:20]=3)[N:15]=[CH:14][N:13]=2)=[CH:9][CH:8]=[C:7]2[C:3]=1[CH:4]=[C:5]([CH3:38])[NH:6]2. The catalyst class is: 169. (5) Reactant: Cl[C:2]1[N:7]=[C:6]([NH:8][C:9]2[CH:14]=[CH:13][C:12]([F:15])=[CH:11][CH:10]=2)[CH:5]=[CH:4][N:3]=1.[NH2:16][C:17]1[CH:26]=[CH:25][C:20]([C:21]([O:23][CH3:24])=[O:22])=[CH:19][CH:18]=1. Product: [CH3:24][O:23][C:21](=[O:22])[C:20]1[CH:25]=[CH:26][C:17]([NH:16][C:2]2[N:7]=[C:6]([NH:8][C:9]3[CH:14]=[CH:13][C:12]([F:15])=[CH:11][CH:10]=3)[CH:5]=[CH:4][N:3]=2)=[CH:18][CH:19]=1. The catalyst class is: 51. (6) Reactant: [O:1]1[CH2:4][CH:3]([N:5]2[CH2:10][CH2:9][N:8]([C:11]3[CH:17]=[CH:16][C:14]([NH2:15])=[CH:13][CH:12]=3)[CH2:7][CH2:6]2)[CH2:2]1.CCN(C(C)C)C(C)C.[Br:27][C:28]1[N:29]=[C:30](Br)[C:31]2[N:32]([CH:34]=[CH:35][N:36]=2)[CH:33]=1. Product: [Br:27][C:28]1[N:29]=[C:30]([NH:15][C:14]2[CH:16]=[CH:17][C:11]([N:8]3[CH2:7][CH2:6][N:5]([CH:3]4[CH2:4][O:1][CH2:2]4)[CH2:10][CH2:9]3)=[CH:12][CH:13]=2)[C:31]2[N:32]([CH:34]=[CH:35][N:36]=2)[CH:33]=1. The catalyst class is: 9. (7) Reactant: [F:1][C:2]1[CH:3]=[C:4]2[C:12](=[C:13]([S:15]([CH3:18])(=[O:17])=[O:16])[CH:14]=1)[NH:11][C:10]1[C@@H:9]([CH2:19][C:20]([O:22][CH3:23])=[O:21])[CH2:8][CH2:7][CH2:6][C:5]2=1.C1(P(C2C=CC=CC=2)C2C=CC=CC=2)C=CC=CC=1.[F:43][C:44]([F:55])([F:54])[C:45]1[CH:50]=[CH:49][C:48]([C@H:51](O)[CH3:52])=[CH:47][CH:46]=1.N(C(OC(C)(C)C)=O)=NC(OC(C)(C)C)=O. Product: [CH3:23][O:22][C:20](=[O:21])[CH2:19][C@@H:9]1[C:10]2[N:11]([C@H:51]([C:48]3[CH:47]=[CH:46][C:45]([C:44]([F:43])([F:54])[F:55])=[CH:50][CH:49]=3)[CH3:52])[C:12]3[C:4](=[CH:3][C:2]([F:1])=[CH:14][C:13]=3[S:15]([CH3:18])(=[O:17])=[O:16])[C:5]=2[CH2:6][CH2:7][CH2:8]1. The catalyst class is: 1.